This data is from Reaction yield outcomes from USPTO patents with 853,638 reactions. The task is: Predict the reaction yield, written as a fraction of the theoretical maximum amount of product (1.0 means a 100% yield; for example, 0.34 means a 34% yield). (1) The reactants are [CH3:1][C:2]([CH3:29])([CH2:5][N:6]1[C:14]2[C:9](=[CH:10][C:11]([S:15]([N:18]3[CH2:22][CH2:21][CH2:20][CH2:19]3)(=[O:17])=[O:16])=[CH:12][CH:13]=2)[C:8]2([O:27][CH2:26][CH2:25][CH2:24][O:23]2)[C:7]1=O)[C:3]#[N:4].N.C1COCC1.[H][H]. The catalyst is [Ni].CCO. The product is [CH3:1][C:2]1([CH3:29])[CH2:5][N:6]2[C:14]3[CH:13]=[CH:12][C:11]([S:15]([N:18]4[CH2:19][CH2:20][CH2:21][CH2:22]4)(=[O:16])=[O:17])=[CH:10][C:9]=3[C:8]3([O:27][CH2:26][CH2:25][CH2:24][O:23]3)[C:7]2=[N:4][CH2:3]1. The yield is 0.450. (2) The reactants are [CH2:1]([S:7][S:8][CH2:9][C@H:10]([NH2:14])[C:11]([OH:13])=[O:12])[C@H:2]([NH2:6])[C:3]([OH:5])=[O:4].[C:15](=[O:18])([O-:17])[O-].[Na+].[Na+].[C:21](Cl)([O:23][CH2:24][CH:25]1[C:37]2[C:32](=[CH:33][CH:34]=[CH:35][CH:36]=2)[C:31]2[C:26]1=[CH:27][CH:28]=[CH:29][CH:30]=2)=[O:22]. The catalyst is O.O1CCOCC1. The product is [C:15]([NH:6][C@H:2]([C:3]([OH:5])=[O:4])[CH2:1][S:7][S:8][CH2:9][C@H:10]([NH:14][C:21]([O:23][CH2:24][CH:25]1[C:37]2[C:32](=[CH:33][CH:34]=[CH:35][CH:36]=2)[C:31]2[C:26]1=[CH:27][CH:28]=[CH:29][CH:30]=2)=[O:22])[C:11]([OH:13])=[O:12])([O:17][CH2:24][CH:25]1[C:26]2[C:31](=[CH:30][CH:29]=[CH:28][CH:27]=2)[C:32]2[C:37]1=[CH:36][CH:35]=[CH:34][CH:33]=2)=[O:18]. The yield is 0.980. (3) The catalyst is C(O)C.[OH-].[Pd+2].[OH-]. The reactants are C([N:8]1[C:12]([NH:13][CH:14]2[CH2:19][CH2:18][CH:17]([O:20][Si:21]([C:24]([CH3:27])([CH3:26])[CH3:25])([CH3:23])[CH3:22])[CH2:16][CH2:15]2)=[CH:11][CH:10]=[N:9]1)C1C=CC=CC=1.C(O)(=O)C.C([O-])=O.[NH4+].C(OCC)(=O)C. The yield is 0.690. The product is [Si:21]([O:20][CH:17]1[CH2:18][CH2:19][CH:14]([NH:13][C:12]2[NH:8][N:9]=[CH:10][CH:11]=2)[CH2:15][CH2:16]1)([C:24]([CH3:27])([CH3:26])[CH3:25])([CH3:22])[CH3:23]. (4) The reactants are [Br:1][C:2]1[CH:3]=[C:4]([N+:10]([O-])=O)[C:5]([O:8][CH3:9])=[N:6][CH:7]=1.O.O.[Sn](Cl)Cl. The catalyst is CCOC(C)=O. The product is [NH2:10][C:4]1[C:5]([O:8][CH3:9])=[N:6][CH:7]=[C:2]([Br:1])[CH:3]=1. The yield is 0.810. (5) The reactants are [Br:1][C:2]1[N:7]=[C:6]([C:8](O)=[O:9])[C:5]([O:11][CH2:12][C:13]2[CH:18]=[CH:17][CH:16]=[CH:15][CH:14]=2)=[C:4]([O:19][CH3:20])[CH:3]=1.C(Cl)(=O)C([Cl:24])=O. The catalyst is C1C=CC=CC=1.CN(C=O)C. The product is [Br:1][C:2]1[N:7]=[C:6]([C:8]([Cl:24])=[O:9])[C:5]([O:11][CH2:12][C:13]2[CH:18]=[CH:17][CH:16]=[CH:15][CH:14]=2)=[C:4]([O:19][CH3:20])[CH:3]=1. The yield is 1.00.